This data is from Forward reaction prediction with 1.9M reactions from USPTO patents (1976-2016). The task is: Predict the product of the given reaction. Given the reactants [CH2:1]([O:3][C:4](=[O:38])[CH2:5][C:6]1[CH:11]=[CH:10][C:9]([O:12][CH3:13])=[C:8]([O:14][C:15]2[CH:20]=[CH:19][C:18]([N+:21]([O-])=O)=[CH:17][C:16]=2[CH2:24][N:25]([C:28]([O:30][CH2:31][C:32]2[CH:37]=[CH:36][CH:35]=[CH:34][CH:33]=2)=[O:29])[CH2:26][CH3:27])[CH:7]=1)[CH3:2].CN(C)N.C, predict the reaction product. The product is: [CH2:1]([O:3][C:4](=[O:38])[CH2:5][C:6]1[CH:11]=[CH:10][C:9]([O:12][CH3:13])=[C:8]([O:14][C:15]2[CH:20]=[CH:19][C:18]([NH2:21])=[CH:17][C:16]=2[CH2:24][N:25]([C:28]([O:30][CH2:31][C:32]2[CH:37]=[CH:36][CH:35]=[CH:34][CH:33]=2)=[O:29])[CH2:26][CH3:27])[CH:7]=1)[CH3:2].